This data is from Full USPTO retrosynthesis dataset with 1.9M reactions from patents (1976-2016). The task is: Predict the reactants needed to synthesize the given product. (1) The reactants are: Br[C:2]1[S:3][C:4]2[C:10]([C:11]3[CH:16]=[CH:15][C:14]([Cl:17])=[CH:13][CH:12]=3)=[C:9]([C@H:18]([O:23][C:24]([CH3:27])([CH3:26])[CH3:25])[C:19]([O:21][CH3:22])=[O:20])[C:8]([CH3:28])=[CH:7][C:5]=2[N:6]=1.[Cl:29][C:30]1[CH:35]=[CH:34][CH:33]=[C:32]([Sn](CCCC)(CCCC)CCCC)[N:31]=1.[Cl-].[Li+].CCOC(C)=O. Given the product [C:24]([O:23][C@@H:18]([C:9]1[C:8]([CH3:28])=[CH:7][C:5]2[N:6]=[C:2]([C:32]3[CH:33]=[CH:34][CH:35]=[C:30]([Cl:29])[N:31]=3)[S:3][C:4]=2[C:10]=1[C:11]1[CH:16]=[CH:15][C:14]([Cl:17])=[CH:13][CH:12]=1)[C:19]([O:21][CH3:22])=[O:20])([CH3:27])([CH3:26])[CH3:25], predict the reactants needed to synthesize it. (2) The reactants are: [C:1]([O:5][C:6]([N:8]1[C@@H:12]([C@@H:13]([OH:25])[C@@H:14]([NH2:24])[CH2:15][C:16]2[CH:21]=[C:20]([F:22])[CH:19]=[C:18]([F:23])[CH:17]=2)[CH2:11][O:10][C:9]1([CH3:27])[CH3:26])=[O:7])([CH3:4])([CH3:3])[CH3:2].C(N(CC)CC)C.[C:35](OC(=O)C)(=[O:37])[CH3:36]. Given the product [C:1]([O:5][C:6]([N:8]1[C@@H:12]([C@@H:13]([OH:25])[C@@H:14]([NH:24][C:35](=[O:37])[CH3:36])[CH2:15][C:16]2[CH:17]=[C:18]([F:23])[CH:19]=[C:20]([F:22])[CH:21]=2)[CH2:11][O:10][C:9]1([CH3:27])[CH3:26])=[O:7])([CH3:4])([CH3:2])[CH3:3], predict the reactants needed to synthesize it. (3) Given the product [OH:62][CH2:61][CH2:60][O:59][CH2:58][CH2:57][NH:56][C:30]([C:26]1[C:25]([CH3:33])=[C:24](/[CH:23]=[C:16]2\[C:17](=[O:22])[NH:18][C:19]3[C:15]\2=[CH:14][C:13]([S:10]([CH2:9][C:3]2[C:2]([Cl:1])=[CH:7][CH:6]=[CH:5][C:4]=2[Cl:8])(=[O:11])=[O:12])=[CH:21][CH:20]=3)[NH:28][C:27]=1[CH3:29])=[O:32], predict the reactants needed to synthesize it. The reactants are: [Cl:1][C:2]1[CH:7]=[CH:6][CH:5]=[C:4]([Cl:8])[C:3]=1[CH2:9][S:10]([C:13]1[CH:14]=[C:15]2[C:19](=[CH:20][CH:21]=1)[NH:18][C:17](=[O:22])/[C:16]/2=[CH:23]\[C:24]1[NH:28][C:27]([CH3:29])=[C:26]([C:30]([OH:32])=O)[C:25]=1[CH3:33])(=[O:12])=[O:11].C1C=CC2N(O)N=NC=2C=1.CCN=C=NCCCN(C)C.Cl.[NH2:56][CH2:57][CH2:58][O:59][CH2:60][CH2:61][OH:62]. (4) Given the product [Cl:1][C:2]1[C:7]([OH:12])=[CH:6][N:5]=[C:4]([C:9]([OH:11])=[O:10])[CH:3]=1, predict the reactants needed to synthesize it. The reactants are: [Cl:1][C:2]1[C:7](Cl)=[CH:6][N:5]=[C:4]([C:9]([OH:11])=[O:10])[CH:3]=1.[OH2:12].